From a dataset of Reaction yield outcomes from USPTO patents with 853,638 reactions. Predict the reaction yield, written as a fraction of the theoretical maximum amount of product (1.0 means a 100% yield; for example, 0.34 means a 34% yield). (1) The reactants are [NH2:1][CH2:2][CH2:3][NH:4][C:5]([CH:7]1[CH2:12][CH2:11][N:10]([C:13]2[C:18]([Cl:19])=[CH:17][N:16]=[CH:15][C:14]=2[Cl:20])[CH2:9][CH2:8]1)=[O:6].[C:21](O)(=[O:28])[C:22]1[CH:27]=[CH:26][CH:25]=[CH:24][CH:23]=1.CN(C(ON1N=NC2C=CC=NC1=2)=[N+](C)C)C.F[P-](F)(F)(F)(F)F.CCN(C(C)C)C(C)C.C(=O)([O-])O.[Na+]. The catalyst is CN(C=O)C. The product is [C:21]([NH:1][CH2:2][CH2:3][NH:4][C:5]([CH:7]1[CH2:8][CH2:9][N:10]([C:13]2[C:14]([Cl:20])=[CH:15][N:16]=[CH:17][C:18]=2[Cl:19])[CH2:11][CH2:12]1)=[O:6])(=[O:28])[C:22]1[CH:27]=[CH:26][CH:25]=[CH:24][CH:23]=1. The yield is 0.360. (2) The reactants are [Br:1][CH:2]([C:6]1[CH:11]=[CH:10][CH:9]=[CH:8][CH:7]=1)[C:3]([OH:5])=[O:4].[C:12]1([C@@H:18](O)[CH3:19])[CH:17]=[CH:16][CH:15]=[CH:14][CH:13]=1.CCN=C=NCCCN(C)C. The catalyst is CN(C1C=CN=CC=1)C.ClCCl.C(OCC)(=O)C. The product is [Br:1][CH:2]([C:6]1[CH:11]=[CH:10][CH:9]=[CH:8][CH:7]=1)[C:3]([O:5][C@H:18]([C:12]1[CH:17]=[CH:16][CH:15]=[CH:14][CH:13]=1)[CH3:19])=[O:4]. The yield is 0.730. (3) The reactants are [C:1]([O:5][C:6]([NH:8][C@@H:9]([C:13]1[CH:18]=[CH:17][C:16]([OH:19])=[CH:15][CH:14]=1)[C:10]([OH:12])=O)=[O:7])([CH3:4])([CH3:3])[CH3:2].C([N:23]([CH2:27][CH3:28])[CH:24]([CH3:26])C)(C)C.F[B-](F)(F)F.N1(OC(N(C)C)=[N+](C)C)C2C=CC=CC=2N=N1.N1CCCC1. The catalyst is ClCCl. The product is [C:1]([O:5][C:6](=[O:7])[NH:8][C@@H:9]([C:13]1[CH:18]=[CH:17][C:16]([OH:19])=[CH:15][CH:14]=1)[C:10](=[O:12])[N:23]1[CH2:24][CH2:26][CH2:28][CH2:27]1)([CH3:2])([CH3:3])[CH3:4]. The yield is 0.600. (4) The reactants are Br[C:2]1[C:11]2[CH2:10][CH2:9][CH2:8][CH2:7][C:6]=2[N:5]=[CH:4][CH:3]=1.[B:12]1([B:12]2[O:16][C:15]([CH3:18])([CH3:17])[C:14]([CH3:20])([CH3:19])[O:13]2)[O:16][C:15]([CH3:18])([CH3:17])[C:14]([CH3:20])([CH3:19])[O:13]1.C([O-])(=O)C.[K+]. The catalyst is O1CCOCC1. The product is [N:5]1[C:6]2[CH2:7][CH2:8][CH2:9][CH2:10][C:11]=2[C:2]([B:12]2[O:16][C:15]([CH3:18])([CH3:17])[C:14]([CH3:20])([CH3:19])[O:13]2)=[CH:3][CH:4]=1. The yield is 0.280. (5) The reactants are [Li+].[CH3:2][CH:3]([N-]C(C)C)[CH3:4].[CH2:9]([O:11][C:12](=[O:27])[CH2:13][N:14]([CH2:23][CH2:24][CH:25]=[CH2:26])[C@H:15]([C:17]1[CH:22]=[CH:21][CH:20]=[CH:19][CH:18]=1)[CH3:16])[CH3:10].C([Cu])#N.[Li+].[Cl-].C(Br)C=C. The catalyst is C1COCC1.CCOCC.[Zn+2].[Br-].[Br-]. The product is [CH2:9]([O:11][C:12]([C@@H:13]1[C@H:25]([CH2:26][CH2:4][CH:3]=[CH2:2])[CH2:24][CH2:23][N:14]1[C@H:15]([C:17]1[CH:18]=[CH:19][CH:20]=[CH:21][CH:22]=1)[CH3:16])=[O:27])[CH3:10]. The yield is 0.826. (6) The reactants are [NH:1]1[CH2:15][CH2:14][CH2:13][C@H:2]1[C:3]([O:5][CH2:6][C:7]1[CH:12]=[CH:11][CH:10]=[CH:9][CH:8]=1)=[O:4].Cl.C[N:18]1[CH2:23][CH2:22]OCC1.C1C=CC2N([OH:33])N=NC=2C=1.[C:34]([OH:39])(=O)[C:35]([CH3:37])=O.C1CCC(N=C=NC2CCCCC2)CC1. The catalyst is CN(C=O)C.C(Cl)Cl. The product is [NH:18]1[C:23](=[O:33])[CH2:22][CH2:37][C@H:35]1[C:34]([N:1]1[CH2:15][CH2:14][CH2:13][C@H:2]1[C:3]([O:5][CH2:6][C:7]1[CH:8]=[CH:9][CH:10]=[CH:11][CH:12]=1)=[O:4])=[O:39]. The yield is 0.660. (7) The reactants are [CH2:1]([C:5]1[N:9]([CH2:10][C:11]2[CH:16]=[CH:15][C:14]([C:17]3[C:18]([C:23]#[N:24])=[CH:19][CH:20]=[CH:21][CH:22]=3)=[CH:13][CH:12]=2)[C:8](=[O:25])[NH:7][N:6]=1)[CH2:2][CH2:3][CH3:4].CC(C)([O-])C.[K+].CN(C)C=O.Br[CH2:38][C:39](=[O:44])[C:40]([CH3:43])([CH3:42])[CH3:41]. The catalyst is C(OCC)(=O)C. The product is [CH2:1]([C:5]1[N:9]([CH2:10][C:11]2[CH:16]=[CH:15][C:14]([C:17]3[C:18]([C:23]#[N:24])=[CH:19][CH:20]=[CH:21][CH:22]=3)=[CH:13][CH:12]=2)[C:8](=[O:25])[N:7]([CH2:38][C:39](=[O:44])[C:40]([CH3:43])([CH3:42])[CH3:41])[N:6]=1)[CH2:2][CH2:3][CH3:4]. The yield is 0.920.